From a dataset of Reaction yield outcomes from USPTO patents with 853,638 reactions. Predict the reaction yield, written as a fraction of the theoretical maximum amount of product (1.0 means a 100% yield; for example, 0.34 means a 34% yield). (1) The reactants are [Br:1][C:2]1[CH:7]=[C:6]([N+:8]([O-])=O)[CH:5]=[CH:4][C:3]=1[C:11]([CH3:16])([CH2:14][OH:15])[CH2:12]O.C(C=P(CCCC)(CCCC)CCCC)#N.O.O.[Sn](Cl)Cl. The catalyst is C1C=CC=CC=1. The product is [Br:1][C:2]1[CH:7]=[C:6]([CH:5]=[CH:4][C:3]=1[C:11]1([CH3:16])[CH2:14][O:15][CH2:12]1)[NH2:8]. The yield is 0.320. (2) The reactants are [CH2:1]([N:3]([CH2:25][CH3:26])[C:4]([C:6]1[CH:24]=[CH:23][C:9]([CH2:10][C:11]2[CH:22]=[CH:21][CH:20]=[CH:19][C:12]=2[O:13]CC(O)CO)=[CH:8][CH:7]=1)=[O:5])[CH3:2].I([O-])(=O)(=O)=O.[Na+].[O:33]1CCO[CH2:35][CH2:34]1. The catalyst is O. The product is [CH2:25]([N:3]([CH2:1][CH3:2])[C:4]([C:6]1[CH:24]=[CH:23][C:9]([CH2:10][C:11]2[CH:22]=[CH:21][CH:20]=[CH:19][C:12]=2[O:13][C:34](=[O:33])[CH3:35])=[CH:8][CH:7]=1)=[O:5])[CH3:26]. The yield is 1.00. (3) The reactants are [OH:1][C:2]1[CH:3]=[C:4]([C:8]2[C:17]3[C:12](=[C:13]([C:18]([F:21])([F:20])[F:19])[CH:14]=[CH:15][CH:16]=3)[N:11]=[CH:10][C:9]=2[C:22]([C:24]2[CH:29]=[CH:28][CH:27]=[CH:26][CH:25]=2)=[O:23])[CH:5]=[CH:6][CH:7]=1.[C:30]([O-])([O-])=O.[K+].[K+]. The catalyst is CC(C)=O. The product is [CH3:30][O:1][C:2]1[CH:3]=[C:4]([C:8]2[C:17]3[C:12](=[C:13]([C:18]([F:21])([F:19])[F:20])[CH:14]=[CH:15][CH:16]=3)[N:11]=[CH:10][C:9]=2[C:22]([C:24]2[CH:25]=[CH:26][CH:27]=[CH:28][CH:29]=2)=[O:23])[CH:5]=[CH:6][CH:7]=1. The yield is 0.480. (4) The reactants are [CH:1](=O)[C:2]1[CH:7]=[CH:6][CH:5]=[CH:4][CH:3]=1.[C:9]([C:12]1[CH:13]=[C:14]([O:18][NH2:19])[CH:15]=[CH:16][CH:17]=1)([OH:11])=[O:10]. No catalyst specified. The product is [C:9]([C:12]1[CH:13]=[C:14]([O:18][N:19]=[CH:1][C:2]2[CH:7]=[CH:6][CH:5]=[CH:4][CH:3]=2)[CH:15]=[CH:16][CH:17]=1)([OH:11])=[O:10]. The yield is 0.580. (5) The reactants are [CH:1]1([C:4]2[CH:5]=[CH:6][C:7]([N+:27]([O-])=O)=[C:8]([NH:10][CH:11]3[CH2:16][CH2:15][N:14]([C@H:17]4[CH2:22][CH2:21][C@H:20]([O:23][CH2:24][CH2:25][CH3:26])[CH2:19][CH2:18]4)[CH2:13][CH2:12]3)[CH:9]=2)[CH2:3][CH2:2]1.O.NN. The catalyst is C(O)C.[Ni]. The product is [CH:1]1([C:4]2[CH:9]=[C:8]([NH:10][CH:11]3[CH2:12][CH2:13][N:14]([C@H:17]4[CH2:22][CH2:21][C@H:20]([O:23][CH2:24][CH2:25][CH3:26])[CH2:19][CH2:18]4)[CH2:15][CH2:16]3)[C:7]([NH2:27])=[CH:6][CH:5]=2)[CH2:2][CH2:3]1. The yield is 0.700.